This data is from Reaction yield outcomes from USPTO patents with 853,638 reactions. The task is: Predict the reaction yield, written as a fraction of the theoretical maximum amount of product (1.0 means a 100% yield; for example, 0.34 means a 34% yield). The reactants are NC(C1C=CC2C(=CC=C(O[C@H]3CC[C@H](C(C)(C)C)CC3)C=2C(F)(F)F)C=1)CCC(O)=O.[C:33]([C@H:37]1[CH2:42][CH2:41][C@H:40]([O:43][C:44]2[CH:45]=[C:46]3[C:51](=[CH:52][CH:53]=2)[CH:50]=[C:49]([C:54]([N+:61]([O-])=O)([CH3:60])[CH2:55][CH2:56][C:57]([OH:59])=[O:58])[CH:48]=[CH:47]3)[CH2:39][CH2:38]1)([CH3:36])([CH3:35])[CH3:34]. No catalyst specified. The product is [NH2:61][C:54]([C:49]1[CH:48]=[CH:47][C:46]2[C:51](=[CH:52][CH:53]=[C:44]([O:43][C@H:40]3[CH2:41][CH2:42][C@H:37]([C:33]([CH3:36])([CH3:35])[CH3:34])[CH2:38][CH2:39]3)[CH:45]=2)[CH:50]=1)([CH3:60])[CH2:55][CH2:56][C:57]([OH:59])=[O:58]. The yield is 0.0300.